Dataset: Forward reaction prediction with 1.9M reactions from USPTO patents (1976-2016). Task: Predict the product of the given reaction. (1) Given the reactants [NH2:1][C@@H:2]([C:6]([OH:8])=[O:7])[CH:3]([CH3:5])[CH3:4].C(N(CC)CC)C.O1CCCC1.[CH3:21][O:22][C:23]1[CH:28]=[CH:27][C:26]([S:29](Cl)(=[O:31])=[O:30])=[CH:25][CH:24]=1, predict the reaction product. The product is: [CH3:21][O:22][C:23]1[CH:24]=[CH:25][C:26]([S:29]([NH:1][C@H:2]([CH:3]([CH3:5])[CH3:4])[C:6]([OH:8])=[O:7])(=[O:31])=[O:30])=[CH:27][CH:28]=1. (2) Given the reactants [C:1]([O:5][C:6](=[O:34])[NH:7][C@@H:8]([C:28]1[CH:33]=[CH:32][CH:31]=[CH:30][CH:29]=1)[C:9]([N:11]1[CH2:15][CH2:14][CH2:13][C@H:12]1[C:16](=[O:27])[NH:17][C:18]1[N:19]=[C:20]2[N:24]([CH:25]=1)[CH:23]=[C:22](Br)[S:21]2)=[O:10])([CH3:4])([CH3:3])[CH3:2].[C:35]([NH:42][C:43]1[CH:48]=[CH:47][C:46](B2OC(C)(C)C(C)(C)O2)=[CH:45][CH:44]=1)([O:37][C:38]([CH3:41])([CH3:40])[CH3:39])=[O:36], predict the reaction product. The product is: [C:38]([O:37][C:35](=[O:36])[NH:42][C:43]1[CH:44]=[CH:45][C:46]([C:22]2[S:21][C:20]3=[N:19][C:18]([NH:17][C:16]([C@@H:12]4[CH2:13][CH2:14][CH2:15][N:11]4[C:9](=[O:10])[C@@H:8]([NH:7][C:6]([O:5][C:1]([CH3:4])([CH3:3])[CH3:2])=[O:34])[C:28]4[CH:33]=[CH:32][CH:31]=[CH:30][CH:29]=4)=[O:27])=[CH:25][N:24]3[CH:23]=2)=[CH:47][CH:48]=1)([CH3:41])([CH3:39])[CH3:40]. (3) Given the reactants [Cl:1][C:2]1[CH:24]=[CH:23][CH:22]=[CH:21][C:3]=1[CH2:4][N:5]1[C:9]([CH2:10][CH2:11][C:12](OCC)=[O:13])=[CH:8][C:7]([O:17][CH:18]([CH3:20])[CH3:19])=[N:6]1.[H-].C([Al+]CC(C)C)C(C)C.CO.[C@H](O)(C([O-])=O)[C@@H](O)C([O-])=O.[Na+].[K+], predict the reaction product. The product is: [Cl:1][C:2]1[CH:24]=[CH:23][CH:22]=[CH:21][C:3]=1[CH2:4][N:5]1[C:9]([CH2:10][CH2:11][CH2:12][OH:13])=[CH:8][C:7]([O:17][CH:18]([CH3:20])[CH3:19])=[N:6]1. (4) Given the reactants [Cl:1][C:2]1[CH:7]=[CH:6][N:5]=[C:4]([N:8]2[C:15]3[C@H:14]4[CH2:16][C@H:13]4[CH2:12][C:11]=3[C:10]([C:17](O)=[O:18])=[N:9]2)[CH:3]=1.[NH2:20][C@@H:21]([CH:24]([CH3:26])[CH3:25])[CH2:22][OH:23], predict the reaction product. The product is: [OH:23][CH2:22][C@@H:21]([NH:20][C:17]([C:10]1[C:11]2[CH2:12][C@@H:13]3[CH2:16][C@@H:14]3[C:15]=2[N:8]([C:4]2[CH:3]=[C:2]([Cl:1])[CH:7]=[CH:6][N:5]=2)[N:9]=1)=[O:18])[CH:24]([CH3:26])[CH3:25]. (5) Given the reactants [F:1][C:2]1[CH:3]=[C:4]([C:8]2[N:9]=[C:10]([CH:13]3[CH2:18][CH2:17][N:16]([C:19]([NH:21][C:22]4[CH:23]=[N:24][CH:25]=[CH:26][CH:27]=4)=[O:20])[CH2:15][CH2:14]3)[S:11][CH:12]=2)[CH:5]=[CH:6][CH:7]=1.[ClH:28], predict the reaction product. The product is: [ClH:28].[ClH:28].[F:1][C:2]1[CH:3]=[C:4]([C:8]2[N:9]=[C:10]([CH:13]3[CH2:18][CH2:17][N:16]([C:19]([NH:21][C:22]4[CH:23]=[N:24][CH:25]=[CH:26][CH:27]=4)=[O:20])[CH2:15][CH2:14]3)[S:11][CH:12]=2)[CH:5]=[CH:6][CH:7]=1.